From a dataset of Reaction yield outcomes from USPTO patents with 853,638 reactions. Predict the reaction yield, written as a fraction of the theoretical maximum amount of product (1.0 means a 100% yield; for example, 0.34 means a 34% yield). The reactants are [C:1]1([C:7]2[N:12]=[C:11]([O:13][C:14]3[C:19]([CH3:20])=[CH:18][C:17]([CH3:21])=[CH:16][C:15]=3[CH3:22])[C:10]([C:23]([O:25]C)=[O:24])=[CH:9][CH:8]=2)[CH:6]=[CH:5][CH:4]=[CH:3][CH:2]=1.C1COCC1.[OH-].[Na+].Cl. The catalyst is CO. The product is [C:1]1([C:7]2[N:12]=[C:11]([O:13][C:14]3[C:15]([CH3:22])=[CH:16][C:17]([CH3:21])=[CH:18][C:19]=3[CH3:20])[C:10]([C:23]([OH:25])=[O:24])=[CH:9][CH:8]=2)[CH:6]=[CH:5][CH:4]=[CH:3][CH:2]=1. The yield is 0.860.